This data is from Catalyst prediction with 721,799 reactions and 888 catalyst types from USPTO. The task is: Predict which catalyst facilitates the given reaction. (1) Product: [CH2:10]([O:9][C:7](=[O:8])[NH:1][CH2:2][CH2:3][C:4](=[O:6])[NH:37][CH2:38][CH:30]([OH:29])[CH2:31][CH3:32])[C:11]1[CH:16]=[CH:15][CH:14]=[CH:13][CH:12]=1. The catalyst class is: 34. Reactant: [NH:1]([C:7]([O:9][CH2:10][C:11]1[CH:16]=[CH:15][CH:14]=[CH:13][CH:12]=1)=[O:8])[CH2:2][CH2:3][C:4]([OH:6])=O.CCN=C=NCCCN(C)C.Cl.[OH:29][C:30]1[C:38]2[N:37]=NNC=2C=[CH:32][CH:31]=1.C(N(CC)CC)C.NCC(O)CC. (2) Reactant: CCO.[Cl:4][C:5]1[CH:10]=[CH:9][N:8]=[C:7](C(O)=O)[CH:6]=1.C(P1(=O)OP(CCC)(=O)OP(CCC)(=O)O1)CC.[CH3:32][CH2:33][O:34][C:35](C)=[O:36].[N:38]([Si](C)(C)C)=[N+]=[N-]. Product: [Cl:4][C:5]1[CH:10]=[CH:9][N:8]=[C:7]([NH:38][C:35](=[O:36])[O:34][CH2:33][CH3:32])[CH:6]=1. The catalyst class is: 1. (3) Reactant: [NH2:1][C:2]1[N:7]=[C:6](SC)[C:5]([C:10]#[N:11])=[C:4]([C:12]2[CH:17]=[C:16]([O:18][CH3:19])[C:15]([O:20][CH3:21])=[C:14]([O:22][CH3:23])[CH:13]=2)[N:3]=1.[CH3:24][CH:25]([CH3:27])[O-:26].[Na+]. Product: [NH2:1][C:2]1[N:7]=[C:6]([O:26][CH:25]([CH3:27])[CH3:24])[C:5]([C:10]#[N:11])=[C:4]([C:12]2[CH:17]=[C:16]([O:18][CH3:19])[C:15]([O:20][CH3:21])=[C:14]([O:22][CH3:23])[CH:13]=2)[N:3]=1. The catalyst class is: 32. (4) Reactant: [Br:1][C:2]1[CH:3]=[CH:4][C:5]2[N:6]([CH:8]=[C:9]([C:11]3[CH:12]=[CH:13][C:14]([C:18]([F:21])([F:20])[F:19])=[C:15]([CH:17]=3)[NH2:16])[N:10]=2)[CH:7]=1.C(#N)C.[CH3:25][C:26]([CH3:31])([CH3:30])[C:27](Cl)=[O:28]. Product: [Br:1][C:2]1[CH:3]=[CH:4][C:5]2[N:6]([CH:8]=[C:9]([C:11]3[CH:12]=[CH:13][C:14]([C:18]([F:21])([F:20])[F:19])=[C:15]([NH:16][C:27](=[O:28])[C:26]([CH3:31])([CH3:30])[CH3:25])[CH:17]=3)[N:10]=2)[CH:7]=1. The catalyst class is: 17. (5) Reactant: [Br:1][C:2]1[CH:3]=[C:4]([CH3:10])[C:5]([S:8][CH3:9])=[N:6][CH:7]=1.C1C=C(Cl)C=C(C(OO)=[O:19])C=1.[OH-:22].[Na+]. Product: [Br:1][C:2]1[CH:3]=[C:4]([CH3:10])[C:5]([S:8]([CH3:9])(=[O:19])=[O:22])=[N:6][CH:7]=1. The catalyst class is: 2. (6) Reactant: [Cl:1][C:2]1[CH:7]=[CH:6][CH:5]=[C:4]([Cl:8])[C:3]=1[C:9]1[C:13]([CH2:14][O:15][C:16]2[CH:17]=[C:18]3[C:22](=[CH:23][CH:24]=2)[N:21]([CH2:25][C:26]2[CH:35]=[CH:34][C:29]([C:30]([O:32]C)=[O:31])=[CH:28][CH:27]=2)[CH:20]=[CH:19]3)=[C:12]([CH:36]([CH3:38])[CH3:37])[O:11][N:10]=1.[OH-].[Li+].O1CCOCC1. Product: [Cl:8][C:4]1[CH:5]=[CH:6][CH:7]=[C:2]([Cl:1])[C:3]=1[C:9]1[C:13]([CH2:14][O:15][C:16]2[CH:17]=[C:18]3[C:22](=[CH:23][CH:24]=2)[N:21]([CH2:25][C:26]2[CH:27]=[CH:28][C:29]([C:30]([OH:32])=[O:31])=[CH:34][CH:35]=2)[CH:20]=[CH:19]3)=[C:12]([CH:36]([CH3:38])[CH3:37])[O:11][N:10]=1. The catalyst class is: 7. (7) Reactant: [Cl:1][C:2]1[CH:7]=[CH:6][C:5]([N+:8]([O-:10])=[O:9])=[C:4](F)[CH:3]=1.C([O-])([O-])=O.[Na+].[Na+].Cl.[F:19][CH:20]1[CH2:25][CH2:24][NH:23][CH2:22][CH2:21]1. Product: [Cl:1][C:2]1[CH:7]=[CH:6][C:5]([N+:8]([O-:10])=[O:9])=[C:4]([N:23]2[CH2:24][CH2:25][CH:20]([F:19])[CH2:21][CH2:22]2)[CH:3]=1. The catalyst class is: 260.